From a dataset of Forward reaction prediction with 1.9M reactions from USPTO patents (1976-2016). Predict the product of the given reaction. Given the reactants [Cl:1][C:2]1[C:3]([NH:13][C:14]2[CH:19]=[N:18][CH:17]=[C:16]([C:20]3[CH:25]=[CH:24][C:23]([OH:26])=[CH:22][CH:21]=3)[N:15]=2)=[CH:4][C:5]([O:11][CH3:12])=[C:6]([CH:10]=1)[C:7](O)=[O:8].[CH2:27]([N:34]1[CH2:39][CH2:38][CH:37]([NH2:40])[CH2:36][CH2:35]1)[C:28]1[CH:33]=[CH:32][CH:31]=[CH:30][CH:29]=1.C(N(CC)CC)C.CN(C(ON1N=NC2C=CC=CC1=2)=[N+](C)C)C.[B-](F)(F)(F)F, predict the reaction product. The product is: [CH2:27]([N:34]1[CH2:39][CH2:38][CH:37]([NH:40][C:7](=[O:8])[C:6]2[CH:10]=[C:2]([Cl:1])[C:3]([NH:13][C:14]3[CH:19]=[N:18][CH:17]=[C:16]([C:20]4[CH:25]=[CH:24][C:23]([OH:26])=[CH:22][CH:21]=4)[N:15]=3)=[CH:4][C:5]=2[O:11][CH3:12])[CH2:36][CH2:35]1)[C:28]1[CH:29]=[CH:30][CH:31]=[CH:32][CH:33]=1.